From a dataset of Reaction yield outcomes from USPTO patents with 853,638 reactions. Predict the reaction yield, written as a fraction of the theoretical maximum amount of product (1.0 means a 100% yield; for example, 0.34 means a 34% yield). (1) The reactants are C(NC(C)C)(C)C.[CH2:8]([Li])[CH2:9][CH2:10][CH3:11].[OH:13][C@H:14]([C:31]1[CH:36]=[CH:35][CH:34]=[CH:33][CH:32]=1)[C@H:15]([N:17]([CH3:30])[C:18](=[O:29])[CH2:19][N:20]([CH3:28])[C:21](=[O:27])[O:22][C:23]([CH3:26])([CH3:25])[CH3:24])[CH3:16].[Cl-].[Li+].C1C[O:42][CH2:41][CH2:40]1. No catalyst specified. The product is [OH:13][C@H:14]([C:31]1[CH:32]=[CH:33][CH:34]=[CH:35][CH:36]=1)[C@H:15]([N:17]([CH3:30])[C:18](=[O:29])[C@@H:19]([N:20]([CH3:28])[C:21](=[O:27])[O:22][C:23]([CH3:25])([CH3:26])[CH3:24])[CH2:11][CH:10]1[CH2:40][CH2:41][O:42][CH2:8][CH2:9]1)[CH3:16]. The yield is 0.500. (2) The reactants are B(F)(F)F.CCOCC.[OH:10][C:11]1[C:20]([CH3:21])=[C:19]2[C:14]([CH:15]=[C:16]([NH:23][C:24](=[O:33])[O:25][CH2:26][C:27]3[CH:32]=[CH:31][CH:30]=[CH:29][CH:28]=3)[C:17](=[O:22])[O:18]2)=[CH:13][C:12]=1[O:34][CH:35]([CH3:37])[CH3:36].ClC(Cl)(Cl)C(=N)O[C@H:42]1[C@@H:47]2[O:48][C:49](=[O:51])[O:50][C@@H:46]2[C@@H:45]([O:52][CH3:53])[C:44]([CH3:55])([CH3:54])[O:43]1.C(N(CC)CC)C. The catalyst is C(Cl)Cl. The product is [CH:35]([O:34][C:12]1[CH:13]=[C:14]2[C:19](=[C:20]([CH3:21])[C:11]=1[O:10][C@H:42]1[C@@H:47]3[O:48][C:49](=[O:51])[O:50][C@@H:46]3[C@@H:45]([O:52][CH3:53])[C:44]([CH3:55])([CH3:54])[O:43]1)[O:18][C:17](=[O:22])[C:16]([NH:23][C:24](=[O:33])[O:25][CH2:26][C:27]1[CH:32]=[CH:31][CH:30]=[CH:29][CH:28]=1)=[CH:15]2)([CH3:37])[CH3:36]. The yield is 0.950. (3) The reactants are S(Cl)(Cl)=O.C[N:6]([CH:8]=[O:9])C.[Cl:10][C:11]1[N:19]=[CH:18][C:17]([S:20](=[O:31])(=[O:30])[NH:21][C:22]2[CH:27]=[C:26]([F:28])[CH:25]=[C:24]([F:29])[CH:23]=2)=[CH:16][C:12]=1C(O)=O.[OH-].[NH4+]. The catalyst is C1(C)C=CC=CC=1. The product is [Cl:10][C:11]1[N:19]=[CH:18][C:17]([S:20](=[O:30])(=[O:31])[NH:21][C:22]2[CH:23]=[C:24]([F:29])[CH:25]=[C:26]([F:28])[CH:27]=2)=[CH:16][C:12]=1[C:8]([NH2:6])=[O:9]. The yield is 0.720. (4) The reactants are ClC(N(C)C)=C(C)C.[CH3:9][N:10]([CH3:37])[C:11]([C:13]1[N:14]=[CH:15][C:16]([O:19][C:20]2[CH:21]=[C:22]([CH:26]=[C:27]([O:29][C@H:30]3[CH2:34][CH2:33][N:32]([CH3:35])[C:31]3=[O:36])[CH:28]=2)[C:23]([OH:25])=O)=[N:17][CH:18]=1)=[O:12].[CH3:38][C:39]1[N:40]=[C:41]([NH2:44])[S:42][CH:43]=1.N1C=CC=CC=1. The catalyst is C(Cl)Cl. The product is [CH3:37][N:10]([CH3:9])[C:11]([C:13]1[CH:18]=[N:17][C:16]([O:19][C:20]2[CH:21]=[C:22]([C:23](=[O:25])[NH:44][C:41]3[S:42][CH:43]=[C:39]([CH3:38])[N:40]=3)[CH:26]=[C:27]([O:29][C@H:30]3[CH2:34][CH2:33][N:32]([CH3:35])[C:31]3=[O:36])[CH:28]=2)=[CH:15][N:14]=1)=[O:12]. The yield is 0.450. (5) The reactants are [O:1]=[C:2]1[C:10]2([C:22]3[C:13](=[CH:14][C:15]4[O:20][CH2:19][CH2:18][O:17][C:16]=4[CH:21]=3)[O:12][CH2:11]2)[C:9]2[C:4](=[CH:5][CH:6]=[CH:7][CH:8]=2)[N:3]1[CH2:23][C:24]([O:26]CC)=O.O.[NH2:30][NH2:31]. The catalyst is C(O)C. The product is [O:1]=[C:2]1[C:10]2([C:22]3[C:13](=[CH:14][C:15]4[O:20][CH2:19][CH2:18][O:17][C:16]=4[CH:21]=3)[O:12][CH2:11]2)[C:9]2[C:4](=[CH:5][CH:6]=[CH:7][CH:8]=2)[N:3]1[CH2:23][C:24]([NH:30][NH2:31])=[O:26]. The yield is 0.840. (6) The reactants are Br[C:2]1[CH:3]=[C:4]([C:8]([NH2:10])=[O:9])[N:5]([CH3:7])[CH:6]=1.[C:11]([C:15]1[CH:16]=[C:17]2[C:22](=[C:23]([F:25])[CH:24]=1)[C:21](=[O:26])[N:20]([C:27]1[CH:37]=[CH:36][CH:35]=[C:34](B3OC(C)(C)C(C)(C)O3)[C:28]=1[CH2:29][O:30]C(=O)C)[N:19]=[CH:18]2)([CH3:14])([CH3:13])[CH3:12]. No catalyst specified. The product is [C:11]([C:15]1[CH:16]=[C:17]2[C:22](=[C:23]([F:25])[CH:24]=1)[C:21](=[O:26])[N:20]([C:27]1[C:28]([CH2:29][OH:30])=[C:34]([C:2]3[CH:3]=[C:4]([C:8]([NH2:10])=[O:9])[N:5]([CH3:7])[CH:6]=3)[CH:35]=[CH:36][CH:37]=1)[N:19]=[CH:18]2)([CH3:14])([CH3:12])[CH3:13]. The yield is 0.600. (7) The reactants are [Cl:1][C:2]1[CH:7]=[C:6]([N+:8]([O-:10])=[O:9])[C:5]([O:11][CH3:12])=[CH:4][C:3]=1[CH:13](C(OC)=O)[C:14](OC)=[O:15].[Cl-].[Na+].O. The catalyst is CS(C)=O. The product is [Cl:1][C:2]1[CH:7]=[C:6]([N+:8]([O-:10])=[O:9])[C:5]([O:11][CH3:12])=[CH:4][C:3]=1[CH2:13][CH2:14][OH:15]. The yield is 0.860. (8) The reactants are Cl.[Cl:2][C:3]1[N:8]=[CH:7][C:6]([CH2:9][N:10]2[CH:15]=[CH:14][CH:13]=[CH:12][C:11]2=[NH:16])=[CH:5][CH:4]=1.CCN=C=NCCCN(C)C.Cl.[Br:29][CH:30]([Br:34])[C:31](O)=[O:32]. The catalyst is CN(C1C=CN=CC=1)C.ClCCl. The product is [Br:29][CH:30]([Br:34])[C:31]([N:16]=[C:11]1[CH:12]=[CH:13][CH:14]=[CH:15][N:10]1[CH2:9][C:6]1[CH:7]=[N:8][C:3]([Cl:2])=[CH:4][CH:5]=1)=[O:32]. The yield is 0.150. (9) The reactants are [Br:1][C:2]1[CH:3]=[C:4]([C:8]2([C:15]3[CH:20]=[CH:19][N:18]=[CH:17][CH:16]=3)[C:12](=S)S[C:10](=[S:14])[NH:9]2)[CH:5]=[CH:6][CH:7]=1.[NH2:21][CH2:22][CH2:23][CH2:24][NH2:25].CO. The catalyst is C(O)C. The product is [Br:1][C:2]1[CH:3]=[C:4]([C:8]2([C:15]3[CH:20]=[CH:19][N:18]=[CH:17][CH:16]=3)[C:12]3=[N:25][CH2:24][CH2:23][CH2:22][N:21]3[C:10](=[S:14])[NH:9]2)[CH:5]=[CH:6][CH:7]=1. The yield is 0.790.